Dataset: Peptide-MHC class I binding affinity with 185,985 pairs from IEDB/IMGT. Task: Regression. Given a peptide amino acid sequence and an MHC pseudo amino acid sequence, predict their binding affinity value. This is MHC class I binding data. (1) The MHC is Mamu-B17 with pseudo-sequence Mamu-B17. The binding affinity (normalized) is 0.0300. The peptide sequence is KCCYHCQF. (2) The peptide sequence is GVYYPDEIFR. The MHC is HLA-A31:01 with pseudo-sequence HLA-A31:01. The binding affinity (normalized) is 0.632. (3) The peptide sequence is SIYYTLVRM. The MHC is HLA-A80:01 with pseudo-sequence HLA-A80:01. The binding affinity (normalized) is 0.0847.